From a dataset of Forward reaction prediction with 1.9M reactions from USPTO patents (1976-2016). Predict the product of the given reaction. (1) Given the reactants C([O:3][C:4]([C:6]1[CH:7]=[C:8]([N:12]2[CH2:16][C@@H:15]3[CH2:17][N:18]([C:20]([O:22][C:23]([CH3:26])([CH3:25])[CH3:24])=[O:21])[CH2:19][C@@H:14]3[CH2:13]2)[CH:9]=[N:10][CH:11]=1)=[O:5])C.[OH-].[Na+], predict the reaction product. The product is: [C:23]([O:22][C:20]([N:18]1[CH2:19][C@H:14]2[CH2:13][N:12]([C:8]3[CH:9]=[N:10][CH:11]=[C:6]([CH:7]=3)[C:4]([OH:5])=[O:3])[CH2:16][C@H:15]2[CH2:17]1)=[O:21])([CH3:26])([CH3:24])[CH3:25]. (2) Given the reactants [F:1][C:2]1[C:3]([NH:30][CH:31]2[CH2:36][CH2:35][C:34](=O)[CH2:33][CH2:32]2)=[C:4]([CH:10]=[C:11]([C:13]2[CH:14]=[C:15]3[C:21]([C:22]4[CH:27]=[CH:26][CH:25]=[CH:24][C:23]=4[O:28][CH3:29])=[N:20][NH:19][C:16]3=[N:17][CH:18]=2)[CH:12]=1)[C:5]([N:7]([CH3:9])[CH3:8])=[O:6].C([BH3-])#N.[Na+].[NH:42]1[CH2:47][CH2:46][O:45][CH2:44][CH2:43]1.C(O)(=O)C, predict the reaction product. The product is: [F:1][C:2]1[C:3]([NH:30][CH:31]2[CH2:32][CH2:33][CH:34]([N:42]3[CH2:47][CH2:46][O:45][CH2:44][CH2:43]3)[CH2:35][CH2:36]2)=[C:4]([CH:10]=[C:11]([C:13]2[CH:14]=[C:15]3[C:21]([C:22]4[CH:27]=[CH:26][CH:25]=[CH:24][C:23]=4[O:28][CH3:29])=[N:20][NH:19][C:16]3=[N:17][CH:18]=2)[CH:12]=1)[C:5]([N:7]([CH3:9])[CH3:8])=[O:6]. (3) Given the reactants [NH2:1][C:2]1[C:3]([Cl:9])=[N:4][CH:5]=[C:6]([Br:8])[CH:7]=1.[F:10][C:11]1[CH:16]=[CH:15][C:14]([S:17](Cl)(=[O:19])=[O:18])=[CH:13][CH:12]=1, predict the reaction product. The product is: [Br:8][C:6]1[CH:7]=[C:2]([NH:1][S:17]([C:14]2[CH:15]=[CH:16][C:11]([F:10])=[CH:12][CH:13]=2)(=[O:19])=[O:18])[C:3]([Cl:9])=[N:4][CH:5]=1.